Dataset: Full USPTO retrosynthesis dataset with 1.9M reactions from patents (1976-2016). Task: Predict the reactants needed to synthesize the given product. (1) Given the product [C:18]([CH:15]1[CH2:14][CH2:13][N:12]([C:10]([C@H:9]([NH:8][C:3]([C:2]2[C:32]3[C:33](=[N:29][CH:27]=[C:26]([C:34]4[CH:36]=[N:61][NH:62][CH:37]=4)[N:25]=3)[NH:45][CH:49]=2)=[O:5])[C:20]([CH3:23])([CH3:22])[CH3:21])=[O:11])[CH2:17][CH2:16]1)#[N:19], predict the reactants needed to synthesize it. The reactants are: F[C:2](F)(F)[C:3]([OH:5])=O.[NH2:8][C@H:9]([C:20]([CH3:23])([CH3:22])[CH3:21])[C:10]([N:12]1[CH2:17][CH2:16][CH:15]([C:18]#[N:19])[CH2:14][CH2:13]1)=[O:11].Cl.[NH2:25][C@H:26]([C:34]([CH3:37])([CH3:36])C)[C:27]([N:29]1[CH2:33][CH2:32]CC1)=O.C([N:45]1[CH:49]=C(B2OC(C)(C)C(C)(C)O2)C=N1)(OC(C)(C)C)=O.C([N:61]1C=C(B2OC(C)(C)C(C)(C)O2)C=[N:62]1)C. (2) The reactants are: [F:1][C:2]([F:13])([C:9]([F:12])([F:11])[F:10])[CH2:3][CH2:4][S:5][CH2:6][C:7]#[N:8].OO.S([O-])([O-])=[O:17].[Na+].[Na+].[OH2:22]. Given the product [F:13][C:2]([F:1])([C:9]([F:10])([F:11])[F:12])[CH2:3][CH2:4][S:5]([CH2:6][C:7]#[N:8])(=[O:17])=[O:22], predict the reactants needed to synthesize it. (3) Given the product [CH3:21][C:19]1[N:18]([C:22]2[CH:23]=[CH:24][CH:25]=[CH:26][CH:27]=2)[C:17]([C:28]2[CH:29]=[CH:30][CH:31]=[CH:32][CH:33]=2)=[C:16]([C:14]([N:11]2[CH2:12][CH2:13][NH:8][CH2:9][C@H:10]2[CH2:34][C:35]2[CH:40]=[CH:39][C:38]([OH:41])=[CH:37][CH:36]=2)=[O:15])[CH:20]=1, predict the reactants needed to synthesize it. The reactants are: C([N:8]1[CH2:13][CH2:12][N:11]([C:14]([C:16]2[CH:20]=[C:19]([CH3:21])[N:18]([C:22]3[CH:27]=[CH:26][CH:25]=[CH:24][CH:23]=3)[C:17]=2[C:28]2[CH:33]=[CH:32][CH:31]=[CH:30][CH:29]=2)=[O:15])[C@H:10]([CH2:34][C:35]2[CH:40]=[CH:39][C:38]([OH:41])=[CH:37][CH:36]=2)[CH2:9]1)C1C=CC=CC=1. (4) Given the product [Cl:1][C:2]1[CH:7]=[CH:6][C:5]([N:8]2[N:9]=[C:10]3[CH:17]=[CH:16][C:15]([S:18]([CH3:21])(=[O:20])=[O:19])=[CH:14][C:11]3=[N:12]2)=[CH:4][CH:3]=1, predict the reactants needed to synthesize it. The reactants are: [Cl:1][C:2]1[CH:7]=[CH:6][C:5]([N:8]2[N+:12]([O-])=[C:11]3[CH:14]=[C:15]([S:18]([CH3:21])(=[O:20])=[O:19])[CH:16]=[CH:17][C:10]3=[N:9]2)=[CH:4][CH:3]=1.[Cl-].[NH4+].